Task: Predict the reactants needed to synthesize the given product.. Dataset: Full USPTO retrosynthesis dataset with 1.9M reactions from patents (1976-2016) (1) Given the product [C:16]([O-:20])(=[O:19])[CH:17]=[CH2:18].[CH:10]1[CH:9]=[C:8]([CH2:7][C:5]2[C:4]([OH:15])=[CH:3][CH:2]=[CH:1][CH:6]=2)[C:13]([OH:14])=[CH:12][CH:11]=1, predict the reactants needed to synthesize it. The reactants are: [CH:1]1[CH:6]=[C:5]([CH2:7][C:8]2[C:13]([OH:14])=[CH:12][CH:11]=[CH:10][CH:9]=2)[C:4]([OH:15])=[CH:3][CH:2]=1.[C:16]([OH:20])(=[O:19])[CH:17]=[CH2:18]. (2) The reactants are: [CH:1]1([Mg]Br)[CH2:3][CH2:2]1.[Mg].C1(Br)CC1.[NH2:11][C:12]1[CH:17]=[CH:16][C:15]([C:18]2[CH:23]=[CH:22][CH:21]=[C:20]([Cl:24])[CH:19]=2)=[CH:14][C:13]=1[C:25]#[N:26].[C:27](=O)(OC)[O:28]C.[Cl-].[NH4+]. Given the product [Cl:24][C:20]1[CH:19]=[C:18]([C:15]2[CH:14]=[C:13]3[C:12](=[CH:17][CH:16]=2)[NH:11][C:27](=[O:28])[N:26]=[C:25]3[CH:1]2[CH2:3][CH2:2]2)[CH:23]=[CH:22][CH:21]=1, predict the reactants needed to synthesize it. (3) Given the product [ClH:18].[ClH:18].[NH2:7][CH2:8][C:9]([C:10]1[CH:15]=[CH:14][N:13]=[CH:12][CH:11]=1)=[O:16], predict the reactants needed to synthesize it. The reactants are: C(OC(=O)[NH:7][CH2:8][C:9](=[O:16])[C:10]1[CH:15]=[CH:14][N:13]=[CH:12][CH:11]=1)(C)(C)C.[ClH:18]. (4) Given the product [O:26]1[CH2:27][CH2:28][CH:23]([NH:22][C:3]([C:5]2[S:9][C:8]([CH2:10][CH2:11][C:12]3[C:13]([CH2:18][CH2:19][CH2:20][CH3:21])=[N:14][O:15][C:16]=3[CH3:17])=[N:7][CH:6]=2)=[O:4])[CH2:24][CH2:25]1, predict the reactants needed to synthesize it. The reactants are: CO[C:3]([C:5]1[S:9][C:8]([CH2:10][CH2:11][C:12]2[C:13]([CH2:18][CH2:19][CH2:20][CH3:21])=[N:14][O:15][C:16]=2[CH3:17])=[N:7][CH:6]=1)=[O:4].[NH2:22][CH:23]1[CH2:28][CH2:27][O:26][CH2:25][CH2:24]1.